Dataset: Forward reaction prediction with 1.9M reactions from USPTO patents (1976-2016). Task: Predict the product of the given reaction. The product is: [C:18]([C:17]1[CH:20]=[CH:21][C:14]([CH:13]2[N:6]3[N:5]=[C:4]([CH:1]([CH3:3])[CH3:2])[N:8]=[C:7]3[NH:9][C:22]([CH3:23])=[C:12]2[C:10]#[N:11])=[CH:15][CH:16]=1)#[N:19]. Given the reactants [CH:1]([C:4]1[N:8]=[C:7]([NH2:9])[NH:6][N:5]=1)([CH3:3])[CH3:2].[C:10]([C:12]([C:22](=O)[CH3:23])=[CH:13][C:14]1[CH:21]=[CH:20][C:17]([C:18]#[N:19])=[CH:16][CH:15]=1)#[N:11].C(=O)(O)[O-].[Na+], predict the reaction product.